From a dataset of Full USPTO retrosynthesis dataset with 1.9M reactions from patents (1976-2016). Predict the reactants needed to synthesize the given product. (1) Given the product [Cl:30][C:31]1[CH:58]=[C:57]([F:59])[CH:56]=[CH:55][C:32]=1[CH2:33][N:34]1[C@H:39]([CH3:40])[CH2:38][CH2:37][C@@H:36]([O:41][C:42]2[C:50]([CH:51]3[CH2:52][CH2:53]3)=[CH:49][C:45]([C:46]([NH:71][S:68]([CH:65]3[CH2:67][CH2:66]3)(=[O:70])=[O:69])=[O:48])=[C:44]([F:54])[CH:43]=2)[CH2:35]1, predict the reactants needed to synthesize it. The reactants are: C1(C2C(O[C@@H]3CCCN(CC4C=CC(Cl)=C(Cl)C=4)C3)=CC(F)=C(C=2)C(O)=O)CC1.[Cl:30][C:31]1[CH:58]=[C:57]([F:59])[CH:56]=[CH:55][C:32]=1[CH2:33][N:34]1[C@H:39]([CH3:40])[CH2:38][CH2:37][C@@H:36]([O:41][C:42]2[C:50]([CH:51]3[CH2:53][CH2:52]3)=[CH:49][C:45]([C:46]([OH:48])=O)=[C:44]([F:54])[CH:43]=2)[CH2:35]1.CS(N)(=O)=O.[CH:65]1([S:68]([NH2:71])(=[O:70])=[O:69])[CH2:67][CH2:66]1. (2) The reactants are: [OH:1]OS([O-])=O.[K+].[O:7]=[C:8]([N:22]1[CH2:27][CH2:26][CH2:25][CH2:24][CH2:23]1)[CH:9]([C:14]1[CH:21]=[CH:20][C:17]([CH:18]=[O:19])=[CH:16][CH:15]=1)[CH2:10][CH2:11][CH2:12][CH3:13]. Given the product [O:7]=[C:8]([N:22]1[CH2:27][CH2:26][CH2:25][CH2:24][CH2:23]1)[CH:9]([C:14]1[CH:15]=[CH:16][C:17]([C:18]([OH:1])=[O:19])=[CH:20][CH:21]=1)[CH2:10][CH2:11][CH2:12][CH3:13], predict the reactants needed to synthesize it. (3) Given the product [C:6]1(=[CH:12][N:1]2[CH2:5][CH2:4][CH2:3][CH2:2]2)[CH2:11][CH2:10][CH2:9][CH2:8][CH2:7]1, predict the reactants needed to synthesize it. The reactants are: [NH:1]1[CH2:5][CH2:4][CH2:3][CH2:2]1.[C:6]1([CH3:12])[CH:11]=[CH:10][CH:9]=[CH:8][CH:7]=1. (4) Given the product [N+:8]([C:4]1[CH:3]=[C:2]([OH:11])[CH:7]=[CH:6][CH:5]=1)([O-:10])=[O:9], predict the reactants needed to synthesize it. The reactants are: Br[C:2]1[CH:7]=[CH:6][CH:5]=[C:4]([N+:8]([O-:10])=[O:9])[CH:3]=1.[OH-:11].[Cs+]. (5) The reactants are: [Br:1][C:2]1[CH:6]=[C:5](Br)[S:4][C:3]=1[C:8]1[S:9][C:10](Br)=[CH:11][C:12]=1[Br:13].C1COCC1.C([Li])CCC.Cl[Si:26]([CH3:29])([CH3:28])[CH3:27]. Given the product [Br:1][C:2]1[CH:6]=[C:5]([Si:26]([CH3:29])([CH3:28])[CH3:27])[S:4][C:3]=1[C:8]1[S:9][C:10]([Si:26]([CH3:29])([CH3:28])[CH3:27])=[CH:11][C:12]=1[Br:13], predict the reactants needed to synthesize it.